This data is from Reaction yield outcomes from USPTO patents with 853,638 reactions. The task is: Predict the reaction yield, written as a fraction of the theoretical maximum amount of product (1.0 means a 100% yield; for example, 0.34 means a 34% yield). (1) The reactants are [NH:1]1[CH:5]=[N:4][CH:3]=[N:2]1.O=P(Cl)(Cl)Cl.[I:11][C:12]1[N:13]=[C:14]([C@H:22]2[CH2:27][CH2:26][C@H:25]([C:28]([O:30][CH3:31])=[O:29])[CH2:24][CH2:23]2)[N:15]2[C:20]=1C(=O)NC=N2. The catalyst is N1C=CC=CC=1. The product is [NH2:1][C:5]1[C:20]2=[C:12]([I:11])[N:13]=[C:14]([C@H:22]3[CH2:23][CH2:24][C@H:25]([C:28]([O:30][CH3:31])=[O:29])[CH2:26][CH2:27]3)[N:15]2[N:2]=[CH:3][N:4]=1. The yield is 0.760. (2) The reactants are [NH2:1][C:2]1[C:17]([Cl:18])=[CH:16][C:15]([Cl:19])=[CH:14][C:3]=1[C:4]([N:6]=[S:7]([CH:11]([CH3:13])[CH3:12])[CH:8]([CH3:10])[CH3:9])=[O:5].C(=O)([O-])[O-].[K+].[K+].[Cl:26][C:27]1[C:28]([N:33]2[C:37]([C:38](Cl)=[O:39])=[CH:36][C:35]([C:41]([F:44])([F:43])[F:42])=[N:34]2)=[N:29][CH:30]=[CH:31][CH:32]=1.C(O)C. The catalyst is C1(C)C=CC=CC=1. The product is [Cl:26][C:27]1[C:28]([N:33]2[C:37]([C:38]([NH:1][C:2]3[C:3]([C:4](=[O:5])[N:6]=[S:7]([CH:11]([CH3:13])[CH3:12])[CH:8]([CH3:9])[CH3:10])=[CH:14][C:15]([Cl:19])=[CH:16][C:17]=3[Cl:18])=[O:39])=[CH:36][C:35]([C:41]([F:44])([F:42])[F:43])=[N:34]2)=[N:29][CH:30]=[CH:31][CH:32]=1. The yield is 0.600. (3) The reactants are [Cl:1][C:2]1[CH:7]=[C:6]([Cl:8])[CH:5]=[CH:4][C:3]=1[N:9]1[C:15]2=[N:16][C:17]3[C:18](=[C:19]([N:23]([CH2:26][CH3:27])[CH2:24][CH3:25])[CH:20]=[CH:21][CH:22]=3)[N:14]2[CH2:13][CH:12]([NH2:28])[CH2:11][CH2:10]1.C(N(CC)CC)C.[C:36](OC(=O)C)(=[O:38])[CH3:37].C(=O)(O)[O-].[Na+]. The catalyst is O1CCCC1. The product is [Cl:1][C:2]1[CH:7]=[C:6]([Cl:8])[CH:5]=[CH:4][C:3]=1[N:9]1[C:15]2=[N:16][C:17]3[CH:22]=[CH:21][CH:20]=[C:19]([N:23]([CH2:26][CH3:27])[CH2:24][CH3:25])[C:18]=3[N:14]2[CH2:13][CH:12]([NH:28][C:36](=[O:38])[CH3:37])[CH2:11][CH2:10]1. The yield is 0.410. (4) The reactants are [C:1]([C:3]1[CH:11]=[CH:10][C:6]([C:7]([OH:9])=O)=[CH:5][C:4]=1[CH3:12])#[N:2].C(Cl)(=O)C(Cl)=O.[CH3:19][C:20]1[CH:26]=[C:25]([C:27]([F:36])([C:32]([F:35])([F:34])[F:33])[C:28](F)([F:30])[F:29])[CH:24]=[C:23]([CH2:37][CH3:38])[C:21]=1[NH2:22].N1C=CC=CC=1.C(=O)([O-])O.[Na+]. The catalyst is ClCCl.O1CCCC1.CN(C)C=O. The product is [C:1]([C:3]1[CH:11]=[CH:10][C:6]([C:7]([NH:22][C:21]2[C:20]([CH3:19])=[CH:26][C:25]([C:27]([F:36])([C:32]([F:33])([F:34])[F:35])[C:28]([F:30])([F:29])[C:32]([F:35])([F:34])[F:33])=[CH:24][C:23]=2[CH2:37][CH3:38])=[O:9])=[CH:5][C:4]=1[CH3:12])#[N:2]. The yield is 0.940. (5) The catalyst is C1COCC1. The product is [Br:23][C:24]1[CH:25]=[C:26]([CH:27]([C:13]2[CH:14]=[C:15]([CH:18]3[O:22][CH2:21][CH2:20][O:19]3)[S:16][CH:17]=2)[OH:28])[CH:29]=[CH:30][CH:31]=1. The yield is 0.640. The reactants are [Li]CCCC.CCCCCC.Br[C:13]1[CH:14]=[C:15]([CH:18]2[O:22][CH2:21][CH2:20][O:19]2)[S:16][CH:17]=1.[Br:23][C:24]1[CH:25]=[C:26]([CH:29]=[CH:30][CH:31]=1)[CH:27]=[O:28].C([O-])(O)=O.[Na+].